This data is from Forward reaction prediction with 1.9M reactions from USPTO patents (1976-2016). The task is: Predict the product of the given reaction. (1) Given the reactants [CH3:1][N:2]1[C:10]2[C:5](=[C:6]([CH3:20])[C:7](B3OC(C)(C)C(C)(C)O3)=[CH:8][CH:9]=2)[CH2:4][C:3]1=[O:21].Br[C:23]1[CH:24]=[C:25]([CH2:29][OH:30])[CH:26]=[N:27][CH:28]=1.COCCOC.C(=O)([O-])[O-].[Na+].[Na+], predict the reaction product. The product is: [OH:30][CH2:29][C:25]1[CH:24]=[C:23]([C:7]2[C:6]([CH3:20])=[C:5]3[C:10](=[CH:9][CH:8]=2)[N:2]([CH3:1])[C:3](=[O:21])[CH2:4]3)[CH:28]=[N:27][CH:26]=1. (2) Given the reactants [CH3:1][O:2][CH:3]1[CH2:8][CH2:7][C:6](=O)[CH2:5][CH2:4]1.[C:10](=[O:13])([O-])[O-].[NH4+:14].[NH4+].FC(F)(F)CO.[CH3:22][C:23]1[CH:28]=[CH:27][C:26]([CH3:29])=[CH:25][C:24]=1[CH2:30][C:31]([OH:33])=O.[N+:34]([C:36]1[CH:41]=[CH:40][CH:39]=[CH:38][CH:37]=1)#[C-], predict the reaction product. The product is: [CH3:22][C:23]1[CH:28]=[CH:27][C:26]([CH3:29])=[CH:25][C:24]=1[CH2:30][C:31]([NH:14][C:6]1([C:10]([NH:34][C:36]2[CH:41]=[CH:40][CH:39]=[CH:38][CH:37]=2)=[O:13])[CH2:7][CH2:8][CH:3]([O:2][CH3:1])[CH2:4][CH2:5]1)=[O:33]. (3) Given the reactants [F:1][C:2]1[CH:7]=[CH:6][C:5]([N:8]2[C:16]3[C:11](=[CH:12][C:13]([C:17]([CH3:24])([CH3:23])[C:18]([CH3:22])([CH3:21])[CH2:19][NH2:20])=[CH:14][CH:15]=3)[CH:10]=[N:9]2)=[CH:4][CH:3]=1.[S:25]1[CH:29]=[CH:28][N:27]=[C:26]1[NH:30][C:31](=O)[O:32]C1C=CC=CC=1.C(N(C(C)C)CC)(C)C.C(#N)C, predict the reaction product. The product is: [F:1][C:2]1[CH:3]=[CH:4][C:5]([N:8]2[C:16]3[C:11](=[CH:12][C:13]([C:17]([CH3:24])([CH3:23])[C:18]([CH3:22])([CH3:21])[CH2:19][NH:20][C:31]([NH:30][C:26]4[S:25][CH:29]=[CH:28][N:27]=4)=[O:32])=[CH:14][CH:15]=3)[CH:10]=[N:9]2)=[CH:6][CH:7]=1. (4) Given the reactants [C:1]([C:4]1[CH:9]=[CH:8][C:7](B(O)O)=[CH:6][CH:5]=1)([OH:3])=[O:2].Cl[C:14]1[C:23]([C:24]([F:27])([F:26])[F:25])=[CH:22][C:21]2[C:16](=[CH:17][CH:18]=[C:19]([OH:28])[CH:20]=2)[N:15]=1, predict the reaction product. The product is: [OH:28][C:19]1[CH:20]=[C:21]2[C:16](=[CH:17][CH:18]=1)[N:15]=[C:14]([C:7]1[CH:8]=[CH:9][C:4]([C:1]([OH:3])=[O:2])=[CH:5][CH:6]=1)[C:23]([C:24]([F:27])([F:25])[F:26])=[CH:22]2. (5) Given the reactants [F:1][C:2]1[C:11]([C:12]2[CH:17]=[CH:16][CH:15]=[CH:14][CH:13]=2)=[C:10]([F:18])[C:9]([O:19]C)=[C:8]2[C:3]=1[C:4](=[O:21])[NH:5][CH:6]=[N:7]2.B(Br)(Br)Br, predict the reaction product. The product is: [F:1][C:2]1[C:11]([C:12]2[CH:17]=[CH:16][CH:15]=[CH:14][CH:13]=2)=[C:10]([F:18])[C:9]([OH:19])=[C:8]2[C:3]=1[C:4](=[O:21])[NH:5][CH:6]=[N:7]2.